The task is: Predict the reactants needed to synthesize the given product.. This data is from Full USPTO retrosynthesis dataset with 1.9M reactions from patents (1976-2016). Given the product [Br:5][CH2:2][CH:8]1[CH2:9][CH2:10][N:11]([C:14]2[C:15]3[C:29]([C:30]4[CH:35]=[CH:34][CH:33]=[CH:32][CH:31]=4)=[CH:28][S:27][C:16]=3[N:17]=[C:18]([CH2:20][N:21]3[CH2:25][CH2:24][CH2:23][C:22]3=[O:26])[N:19]=2)[CH2:12][CH2:13]1, predict the reactants needed to synthesize it. The reactants are: Br[C:2]([Br:5])(Br)Br.OC[CH:8]1[CH2:13][CH2:12][N:11]([C:14]2[C:15]3[C:29]([C:30]4[CH:35]=[CH:34][CH:33]=[CH:32][CH:31]=4)=[CH:28][S:27][C:16]=3[N:17]=[C:18]([CH2:20][N:21]3[CH2:25][CH2:24][CH2:23][C:22]3=[O:26])[N:19]=2)[CH2:10][CH2:9]1.